Dataset: Forward reaction prediction with 1.9M reactions from USPTO patents (1976-2016). Task: Predict the product of the given reaction. Given the reactants Cl.[NH2:2][OH:3].C(N(CC)CC)C.[F:11][C:12]1[CH:17]=[CH:16][C:15]([N:18]2[C:22]([CH2:23][CH:24]([CH3:26])[CH3:25])=[CH:21][C:20]([CH:27]=O)=[N:19]2)=[CH:14][CH:13]=1.O, predict the reaction product. The product is: [F:11][C:12]1[CH:17]=[CH:16][C:15]([N:18]2[C:22]([CH2:23][CH:24]([CH3:26])[CH3:25])=[CH:21][C:20]([CH2:27][NH:2][OH:3])=[N:19]2)=[CH:14][CH:13]=1.